This data is from Forward reaction prediction with 1.9M reactions from USPTO patents (1976-2016). The task is: Predict the product of the given reaction. (1) Given the reactants [F:1][C:2]1[CH:7]=[CH:6][C:5]([N:8]2[CH2:13][CH2:12][N:11]([CH2:14][CH2:15][CH2:16][N:17]3[CH2:23][CH2:22][C:21](=[O:24])[C:20]4[N:25]([CH3:28])[CH:26]=[CH:27][C:19]=4[S:18]3(=[O:30])=[O:29])[CH2:10][CH2:9]2)=[CH:4][CH:3]=1.[BH4-].[Na+].[Cl-].[NH4+].C(=O)([O-])O.[Na+], predict the reaction product. The product is: [F:1][C:2]1[CH:3]=[CH:4][C:5]([N:8]2[CH2:13][CH2:12][N:11]([CH2:14][CH2:15][CH2:16][N:17]3[CH2:23][CH2:22][CH:21]([OH:24])[C:20]4[N:25]([CH3:28])[CH:26]=[CH:27][C:19]=4[S:18]3(=[O:30])=[O:29])[CH2:10][CH2:9]2)=[CH:6][CH:7]=1. (2) Given the reactants [NH2:1][C:2]1[CH:3]=[C:4]([C:8]2[CH:9]=[CH:10][C:11]3[C:15]([CH:16]=2)=[N:14][N:13]([C:17]2[CH:22]=[CH:21][C:20]([F:23])=[CH:19][CH:18]=2)[C:12]=3[C:24]([NH:26][CH3:27])=[O:25])[CH:5]=[CH:6][CH:7]=1.[C:28]1(=[O:38])[O:33][C:31](=[O:32])[C:30]2=[CH:34][CH:35]=[CH:36][CH:37]=[C:29]12, predict the reaction product. The product is: [F:23][C:20]1[CH:21]=[CH:22][C:17]([N:13]2[C:12]([C:24](=[O:25])[NH:26][CH3:27])=[C:11]3[C:15]([CH:16]=[C:8]([C:4]4[CH:3]=[C:2]([NH:1][C:28]([C:29]5[CH:37]=[CH:36][CH:35]=[CH:34][C:30]=5[C:31]([OH:33])=[O:32])=[O:38])[CH:7]=[CH:6][CH:5]=4)[CH:9]=[CH:10]3)=[N:14]2)=[CH:18][CH:19]=1. (3) Given the reactants [C:1]([C:4]1[C:12]2[C:7](=[CH:8][CH:9]=[C:10]([O:13][CH2:14][C:15]3[N:20]=[CH:19][CH:18]=[CH:17][N:16]=3)[CH:11]=2)[N:6]([CH2:21][C:22]([OH:24])=[O:23])[N:5]=1)(=[O:3])[CH3:2].Cl[CH2:26]C1N=C(C)C=CN=1.ClCC1N=CC=CN=1, predict the reaction product. The product is: [C:1]([C:4]1[C:12]2[C:7](=[CH:8][CH:9]=[C:10]([O:13][CH2:14][C:15]3[N:16]=[C:17]([CH3:26])[CH:18]=[CH:19][N:20]=3)[CH:11]=2)[N:6]([CH2:21][C:22]([OH:24])=[O:23])[N:5]=1)(=[O:3])[CH3:2]. (4) Given the reactants [NH2:1][C:2]1[NH:3][CH2:4][CH2:5][CH2:6][N:7]=1.[Br:8][C:9]1[CH:42]=[CH:41][C:12]2[N:13]=[C:14]([NH:16][C@H:17]([C:34]([O:36][C:37]([CH3:40])([CH3:39])[CH3:38])=[O:35])[CH2:18][C:19]3[CH:24]=[CH:23][C:22]([O:25][CH2:26][CH2:27][CH2:28][C:29](OCC)=[O:30])=[CH:21][CH:20]=3)[S:15][C:11]=2[CH:10]=1.NN1C=CCNC1, predict the reaction product. The product is: [Br:8][C:9]1[CH:42]=[CH:41][C:12]2[N:13]=[C:14]([NH:16][C@H:17]([C:34]([O:36][C:37]([CH3:38])([CH3:39])[CH3:40])=[O:35])[CH2:18][C:19]3[CH:20]=[CH:21][C:22]([O:25][CH2:26][CH2:27][CH2:28][C:29](=[O:30])[NH:1][C:2]4[NH:7][CH2:6][CH2:5][CH2:4][N:3]=4)=[CH:23][CH:24]=3)[S:15][C:11]=2[CH:10]=1. (5) Given the reactants Br[C:2]1[CH:15]=[CH:14][C:13]2[N:12]([S:16]([C:19]3[CH:24]=[CH:23][C:22]([O:25][CH3:26])=[CH:21][CH:20]=3)(=[O:18])=[O:17])[CH:11]([CH2:27][CH3:28])[C:10]3[C:5](=[CH:6][CH:7]=[C:8]([F:29])[CH:9]=3)[C:4]=2[CH:3]=1.[CH2:30]([Li])CCC.CCCCCC.IC.Cl.[Cl-].[Na+], predict the reaction product. The product is: [CH2:27]([CH:11]1[C:10]2[C:5](=[CH:6][CH:7]=[C:8]([F:29])[CH:9]=2)[C:4]2[CH:3]=[C:2]([CH3:30])[CH:15]=[CH:14][C:13]=2[N:12]1[S:16]([C:19]1[CH:24]=[CH:23][C:22]([O:25][CH3:26])=[CH:21][CH:20]=1)(=[O:18])=[O:17])[CH3:28]. (6) The product is: [NH2:1][C:2]1[C:7]([Br:31])=[CH:6][C:5]([C:8]2[C:9]([CH3:14])=[N:10][O:11][C:12]=2[CH3:13])=[CH:4][C:3]=1[S:15]([NH:18][CH:19]1[CH2:23][CH2:22][CH2:21][CH2:20]1)(=[O:16])=[O:17]. Given the reactants [NH2:1][C:2]1[CH:7]=[CH:6][C:5]([C:8]2[C:9]([CH3:14])=[N:10][O:11][C:12]=2[CH3:13])=[CH:4][C:3]=1[S:15]([NH:18][CH:19]1[CH2:23][CH2:22][CH2:21][CH2:20]1)(=[O:17])=[O:16].C1C(=O)N([Br:31])C(=O)C1, predict the reaction product. (7) Given the reactants OC1C(C(N[C@H](C2C=CC=CC=2P(C)(=O)OCC)C2C=CC=CC=2)=O)=CN=C(N2C=CC=N2)N=1.[OH:35][C:36]1[C:41]([C:42]([NH:44][C@@H:45]([C:58]2[CH:63]=[CH:62][CH:61]=[CH:60][CH:59]=2)[C:46]2[CH:47]=[C:48]([P:52]([CH3:57])(=[O:56])[O:53]CC)[CH:49]=[CH:50][CH:51]=2)=[O:43])=[CH:40][N:39]=[C:38]([N:64]2[CH:68]=[CH:67][CH:66]=[N:65]2)[N:37]=1.[OH-].[Na+], predict the reaction product. The product is: [OH:35][C:36]1[C:41]([C:42]([NH:44][C@@H:45]([C:58]2[CH:63]=[CH:62][CH:61]=[CH:60][CH:59]=2)[C:46]2[CH:47]=[C:48]([P:52]([CH3:57])(=[O:53])[OH:56])[CH:49]=[CH:50][CH:51]=2)=[O:43])=[CH:40][N:39]=[C:38]([N:64]2[CH:68]=[CH:67][CH:66]=[N:65]2)[N:37]=1. (8) Given the reactants Cl[CH2:2][CH2:3][CH2:4][CH2:5][C:6]([C:8]1[CH:13]=[CH:12][C:11]([C:14]([F:17])([F:16])[F:15])=[CH:10][CH:9]=1)=[O:7].[NH:18]1[CH2:23][CH2:22][CH:21]([C:24]2[CH:25]=[C:26]([NH:30][C:31]([CH:33]3[CH2:35][CH2:34]3)=[O:32])[CH:27]=[CH:28][CH:29]=2)[CH2:20][CH2:19]1, predict the reaction product. The product is: [O:7]=[C:6]([C:8]1[CH:13]=[CH:12][C:11]([C:14]([F:17])([F:16])[F:15])=[CH:10][CH:9]=1)[CH2:5][CH2:4][CH2:3][CH2:2][N:18]1[CH2:23][CH2:22][CH:21]([C:24]2[CH:25]=[C:26]([NH:30][C:31]([CH:33]3[CH2:34][CH2:35]3)=[O:32])[CH:27]=[CH:28][CH:29]=2)[CH2:20][CH2:19]1.